This data is from Catalyst prediction with 721,799 reactions and 888 catalyst types from USPTO. The task is: Predict which catalyst facilitates the given reaction. Reactant: [Cl:1][C:2]1[CH:7]=[CH:6][C:5]([C:8]2[CH:9]=[N:10][CH:11]=[C:12]3[C:17]=2[N:16]=[C:15]([C:18]([OH:20])=O)[CH:14]=[CH:13]3)=[CH:4][CH:3]=1.C(N(CC)C(C)C)(C)C.F[P-](F)(F)(F)(F)F.N1(OC(N(C)C)=[N+](C)C)C2N=CC=CC=2N=N1.[N:54]1[CH:59]=[CH:58][CH:57]=[CH:56][C:55]=1[CH2:60][NH2:61]. Product: [Cl:1][C:2]1[CH:3]=[CH:4][C:5]([C:8]2[CH:9]=[N:10][CH:11]=[C:12]3[C:17]=2[N:16]=[C:15]([C:18]([NH:61][CH2:60][C:55]2[CH:56]=[CH:57][CH:58]=[CH:59][N:54]=2)=[O:20])[CH:14]=[CH:13]3)=[CH:6][CH:7]=1. The catalyst class is: 9.